Dataset: Experimentally validated miRNA-target interactions with 360,000+ pairs, plus equal number of negative samples. Task: Binary Classification. Given a miRNA mature sequence and a target amino acid sequence, predict their likelihood of interaction. (1) The miRNA is hsa-miR-619-5p with sequence GCUGGGAUUACAGGCAUGAGCC. The protein sequence of the target gene is MILLSFVSDSNVGTGEKKVTEAWISEDENSHRTTSDRLTVMELPSPESEEVHEPRLGELLGNPEGQSLGSSPSQDRGCKQVTVTHWKIQTGETAQVCTKSGRNHILNSDLLLLQRELIEGEANPCDICGKTFTFNSDLVRHRISHAGEKPYTCDQCGKGFGQSSHLMEHQRIHTGERLYVCNVCGKDFIHYSGLIEHQRVHSGEKPFKCAQCGKAFCHSSDLIRHQRVHTRERPFECKECGKGFSQSSLLIRHQRIHTGERPYECNECGKSFIRSSSLIRHYQIHTEVKQYECKECGKAF.... Result: 1 (interaction). (2) The miRNA is hsa-miR-378e with sequence ACUGGACUUGGAGUCAGGA. The protein sequence of the target gene is MQPGEGYHYDSGPNNAVHPHQLPAGSRLNQYLANNNRQGPSFGPGTPINVNAPVFVPKHQQPQPAQVAAPPPMVNQFAQLSIHDVPHQMIPFGQINGPPTFGPGQHMNHRASHHHQSPQMAQQPPTLQQSAYDRYQLENRGGTTYFYTEPTEAGPDDEQYTEAEAPDGSILVNTPGAFGYNAPLPISHMARFRGKANANLQTQFISPEIRMELINRQLAYDTKADSAIIGDIPHSVEHFSNLVPLEIAGIQSQTTYKAFSCRDGNYYCLRRIHGNRIQHPGKQTHLVEQWKKLVHGNVVP.... Result: 0 (no interaction). (3) The miRNA is mmu-miR-465b-5p with sequence UAUUUAGAAUGGUGCUGAUCUG. The protein sequence of the target gene is MAEIIQERIEDRLPELEQLERIGLFSHAEIKAIIKKASDLEYKIQRRTLFKEDFINYVQYEINLLELIQRRRTRIGYSFKKDEIENSIVHRVQGVFQRASAKWKDDVQLWLSYVAFCKKWATKTRLSKVFSAMLAIHSNKPALWIMAAKWEMEDRLSSESARQLFLRALRFHPECPKLYKEYFRMELMHAEKLRKEKEEFEKASMDVENPDYSEEILKGELAWIIYKNSVSIIKGAEFHVSLLSIAQLFDFAKDLQKEIYDDLQALHTDDPLTWDYVARRELEIESQTEEQPTTKQAKAV.... Result: 0 (no interaction). (4) The miRNA is hsa-miR-3074-5p with sequence GUUCCUGCUGAACUGAGCCAG. The protein sequence of the target gene is MQPRTPLVLCVLLSQVLLLTSAEDLDCTPGFQQKVFHINQPAEFIEDQSILNLTFSDCKGNDKLRYEVSSPYFKVNSDGGLVALRNITAVGKTLFVHARTPHAEDMAELVIVGGKDIQGSLQDIFKFARTSPVPRQKRSIVVSPILIPENQRQPFPRDVGKVVDSDRPERSKFRLTGKGVDQEPKGIFRINENTGSVSVTRTLDREVIAVYQLFVETTDVNGKTLEGPVPLEVIVIDQNDNRPIFREGPYIGHVMEGSPTGTTVMRMTAFDADDPATDNALLRYNIRQQTPDKPSPNMFY.... Result: 1 (interaction). (5) The miRNA is hsa-miR-4435 with sequence AUGGCCAGAGCUCACACAGAGG. The protein sequence of the target gene is MDSELMHSIVGSYHKPPERVFVPSFTQNEPSQNCHPANLEVTSPKILHSPNSQALILALKTLQEKIHRLELERTQAEDNLNILSREAAQYKKALENETNERNLAHQELIKQKKDISIQLSSAQSRCTLLEKQLEYTKRMVLNVEREKNMILEQQAQLQREKEQDQMKLYAKLEKLDVLEKECFRLTTTQKTAEDKIKHLEEKLKEEEHQRKLFQDKASELQTGLEISKIIMSSVSNLKHSKEKKKSSKKTKCIKRRPPWQICSKFGALPFVAEKMRQHRDPHILQKPFNVTETRCLPKPS.... Result: 1 (interaction).